From a dataset of Experimentally validated miRNA-target interactions with 360,000+ pairs, plus equal number of negative samples. Binary Classification. Given a miRNA mature sequence and a target amino acid sequence, predict their likelihood of interaction. (1) The miRNA is mmu-miR-3070-2-3p with sequence UGGUGCUAUGGUCAGGGGUAGA. The protein sequence of the target gene is METLNGPAGGGAPDTKPQPAGQHHRHHHLHPLAERRRLHRAPSPARPFLKDLHTRPATATPSAGRAPTPAAPRSPSLAGKAPPSPGPPAAPGRLSRRSGVVPGAKDKPPPGAGARSAGGAKAVPGTRRAARAGPAEPLSRVGRPTGAEPPPAVAKGRKTKRGPGTPPARAVVPPARASRVPAVTLSVTSVAGCRINHTDSSSDLSDCASEPLSDEQRLLPAASSDAESGTGSSDREPIRGAPTPSSGSRGPPPGSPEPPILLAAPPVASACLGGRSSPGGASTGSPGPGSQEDVGGRAPP.... Result: 1 (interaction). (2) The miRNA is mmu-miR-466l-5p with sequence UUGUGUGUACAUGUACAUGUAU. The protein sequence of the target gene is MAVKVHTTKRGDPHELRNIFLQYASTEVDGEHYMTPEDFVQRYLGLYNDPNSNPKIVQLLAGVADQTKDGLISYQEFLAFESVLCAPDSMFIVAFQLFDKSGNGEVTFENVKEIFGQTIIHHHIPFNWDCEFIRLHFGHNRKKHLNYVEFTQFLQELQLEHARQAFALKDKSKSGMISGLDFSDVMVTIRSHMLTPFVEENLVSAAGGGTSHQVSFSYFNAFNSLLNNMELVRKIYSTLAGTRKDIEVTKEEFAQSAIRYGQVTPLEIDILYQLADLYNASGRLTLADIERIAPLAEGAL.... Result: 1 (interaction). (3) The miRNA is hsa-miR-4438 with sequence CACAGGCUUAGAAAAGACAGU. The protein sequence of the target gene is MLLPLLLSSLLGGSQAMDGRFWIRVQESVMVPEGLCISVPCSFSYPRQDWTGSTPAYGYWFKAVTETTKGAPVATNHQSREVEMSTRGRFQLTGDPAKGNCSLVIRDAQMQDESQYFFRVERGSYVRYNFMNDGFFLKVTALTQKPDVYIPETLEPGQPVTVICVFNWAFEECPPPSFSWTGAALSSQGTKPTTSHFSVLSFTPRPQDHNTDLTCHVDFSRKGVSAQRTVRLRVAYAPRDLVISISRDNTPALEPQPQGNVPYLEAQKGQFLRLLCAADSQPPATLSWVLQNRVLSSSHP.... Result: 1 (interaction). (4) The miRNA is hsa-miR-6865-5p with sequence UAGGUGGCAGAGGAGGGACUUCA. The protein sequence of the target gene is MSEFWLISAPGDKENLQALERMNTVTSKSNLSYNTKFAIPDFKVGTLDSLVGLSDELGKLDTFAESLIRRMAQSVVEVMEDSKGKVQEHLLANGVDLTSFVTHFEWDMAKYPVKQPLVSVVDTIAKQLAQIEMDLKSRTAAYNTLKTNLENLEKKSMGNLFTRTLSDIVSKEDFVLDSEYLVTLLVIVPKPNYSQWQKTYESLSDMVVPRSTKLITEDKEGGLFTVTLFRKVIEDFKTKAKENKFTVREFYYDEKEIEREREEMARLLSDKKQQYQTSCVALKKGSSTFPDHKVKVTPLG.... Result: 0 (no interaction). (5) The miRNA is hsa-miR-145-5p with sequence GUCCAGUUUUCCCAGGAAUCCCU. The protein sequence of the target gene is MHSMISSVDVKSEVPMGLEPISPLDLRTDLRMMMPVVDPVVREKQLQQELLLIQQQQQIQKQLLIAEFQKQHENLTRQHQAQLQEHIKELLAIKQQQELLEKEQKLEQQRQEQEVERHRREQQLPPLRGKDRGRERAVASTEVKQKLQEFLLSKSATKDTPTNGKNHSVGRHPKLWYTAAHHTSLDQSSPPLSGTSPSYKYTLPGAQDSKDDFPLRKTASEPNLKVRSRLKQKVAERRSSPLLRRKDGNLVTSFKKRVFEVAESSVSSSSPGSGPSSPNNGPAGNVTENEASALPPTPHP.... Result: 0 (no interaction).